This data is from Full USPTO retrosynthesis dataset with 1.9M reactions from patents (1976-2016). The task is: Predict the reactants needed to synthesize the given product. (1) The reactants are: [CH:1]1([C:4]2[N:5]=[C:6]3[CH:11]=[CH:10][C:9]([N:12]4[CH:17]=[CH:16][C:15]([OH:18])=[CH:14][C:13]4=[O:19])=[CH:8][N:7]3[C:20]=2[CH3:21])[CH2:3][CH2:2]1.[F:22][C:23]([F:32])([F:31])[C:24]1[S:28][C:27]([CH2:29]O)=[CH:26][CH:25]=1.C(P(CCCC)CCCC)CCC.N(C(N1CCCCC1)=O)=NC(N1CCCCC1)=O. Given the product [CH:1]1([C:4]2[N:5]=[C:6]3[CH:11]=[CH:10][C:9]([N:12]4[CH:17]=[CH:16][C:15]([O:18][CH2:29][C:27]5[S:28][C:24]([C:23]([F:32])([F:31])[F:22])=[CH:25][CH:26]=5)=[CH:14][C:13]4=[O:19])=[CH:8][N:7]3[C:20]=2[CH3:21])[CH2:3][CH2:2]1, predict the reactants needed to synthesize it. (2) Given the product [CH2:9]([O:11][CH:12]([O:1][CH2:2][C@@H:3]1[NH:7][C:6](=[O:8])[CH2:5][CH2:4]1)[CH3:13])[CH3:10], predict the reactants needed to synthesize it. The reactants are: [OH:1][CH2:2][C@@H:3]1[NH:7][C:6](=[O:8])[CH2:5][CH2:4]1.[CH:9]([O:11][CH2:12][CH3:13])=[CH2:10].FC(F)(F)C(O)=O. (3) The reactants are: [CH3:1][N:2]1[CH:6]=[C:5]([C:7]2[CH:12]=[C:11]([O:13][C:14]3[CH:15]=[N:16][C:17]([N+:20]([O-])=O)=[CH:18][CH:19]=3)[CH:10]=[CH:9][N:8]=2)[N:4]=[CH:3]1. Given the product [CH3:1][N:2]1[CH:6]=[C:5]([C:7]2[CH:12]=[C:11]([O:13][C:14]3[CH:19]=[CH:18][C:17]([NH2:20])=[N:16][CH:15]=3)[CH:10]=[CH:9][N:8]=2)[N:4]=[CH:3]1, predict the reactants needed to synthesize it. (4) The reactants are: [CH2:1]([NH:4][C:5]1[CH:10]=[CH:9][C:8]([N+:11]([O-])=O)=[CH:7][C:6]=1[C:14]1[O:15][C:16]2[CH:22]=[CH:21][C:20]([C:23]3[O:24][C:25]4[CH:31]=[CH:30][CH:29]=[CH:28][C:26]=4[CH:27]=3)=[CH:19][C:17]=2[N:18]=1)[CH2:2][CH3:3]. Given the product [CH2:1]([NH:4][C:5]1[CH:10]=[CH:9][C:8]([NH2:11])=[CH:7][C:6]=1[C:14]1[O:15][C:16]2[CH:22]=[CH:21][C:20]([C:23]3[O:24][C:25]4[CH:31]=[CH:30][CH:29]=[CH:28][C:26]=4[CH:27]=3)=[CH:19][C:17]=2[N:18]=1)[CH2:2][CH3:3], predict the reactants needed to synthesize it. (5) Given the product [CH2:14]([O:13][C:8]1[C:9]([O:11][CH3:12])=[CH:10][C:5]([CH2:4][CH2:3][OH:2])=[CH:6][C:7]=1[O:21][CH3:22])[C:15]1[CH:16]=[CH:17][CH:18]=[CH:19][CH:20]=1, predict the reactants needed to synthesize it. The reactants are: C[O:2][C:3](=O)[CH2:4][C:5]1[CH:10]=[C:9]([O:11][CH3:12])[C:8]([O:13][CH2:14][C:15]2[CH:20]=[CH:19][CH:18]=[CH:17][CH:16]=2)=[C:7]([O:21][CH3:22])[CH:6]=1.[H-].[H-].[H-].[H-].[Li+].[Al+3]. (6) Given the product [CH3:31][N:30]([CH3:32])[CH2:29][C@H:26]([NH:25][C:21]([C:17]1[C:18]2[C:13](=[N:12][C:11]3[C:20]([N:19]=2)=[C:7]2[CH:6]=[CH:5][CH:4]=[C:3]([O:2][CH3:1])[C:8]2=[CH:9][CH:10]=3)[CH:14]=[CH:15][CH:16]=1)=[O:23])[CH2:27][OH:28], predict the reactants needed to synthesize it. The reactants are: [CH3:1][O:2][C:3]1[C:8]2=[CH:9][CH:10]=[C:11]3[C:20]([N:19]=[C:18]4[C:13]([CH:14]=[CH:15][CH:16]=[C:17]4[C:21]([OH:23])=O)=[N:12]3)=[C:7]2[CH:6]=[CH:5][CH:4]=1.Cl.[NH2:25][C@@H:26]([CH2:29][N:30]([CH3:32])[CH3:31])[CH2:27][OH:28].